Dataset: Full USPTO retrosynthesis dataset with 1.9M reactions from patents (1976-2016). Task: Predict the reactants needed to synthesize the given product. (1) Given the product [CH3:37][C:30]1[CH:31]=[C:32]([CH:33]=[CH:34][C:29]=1[O:28][C:26]1[CH:25]=[CH:24][N:23]=[C:22]([C:20](=[O:21])[NH:19][CH3:18])[CH:27]=1)[CH2:35][O:36][C:41](=[O:42])[NH:9][C:5]1[CH:4]=[C:3]([C:2]([F:1])([F:10])[F:11])[CH:8]=[CH:7][N:6]=1, predict the reactants needed to synthesize it. The reactants are: [F:1][C:2]([F:11])([F:10])[C:3]1[CH:8]=[CH:7][N:6]=[C:5]([NH2:9])[CH:4]=1.N1C=CC=CC=1.[CH3:18][NH:19][C:20]([C:22]1[CH:27]=[C:26]([O:28][C:29]2[CH:34]=[CH:33][C:32]([CH2:35][OH:36])=[CH:31][C:30]=2[CH3:37])[CH:25]=[CH:24][N:23]=1)=[O:21].CN([CH:41]=[O:42])C. (2) Given the product [CH:23]1([C:28]2([CH2:36][CH2:37][C:38]3[CH:43]=[CH:42][C:41]([C:44]4([C:49]#[N:50])[CH2:45][CH2:46][CH2:47][CH2:48]4)=[C:40]([F:51])[CH:39]=3)[CH2:33][C:32]([OH:34])=[C:31]([CH2:11][C:9]3[N:10]=[C:5]4[N:4]=[CH:3][C:2]([CH3:1])=[CH:7][N:6]4[N:8]=3)[C:30](=[O:35])[O:29]2)[CH2:27][CH2:26][CH2:25][CH2:24]1, predict the reactants needed to synthesize it. The reactants are: [CH3:1][C:2]1[CH:3]=[N:4][C:5]2[N:6]([N:8]=[C:9]([CH:11]=O)[N:10]=2)[CH:7]=1.C(C1NC(C=O)=C(C)N=1)C.[CH:23]1([C:28]2([CH2:36][CH2:37][C:38]3[CH:43]=[CH:42][C:41]([C:44]4([C:49]#[N:50])[CH2:48][CH2:47][CH2:46][CH2:45]4)=[C:40]([F:51])[CH:39]=3)[CH2:33][C:32](=[O:34])[CH2:31][C:30](=[O:35])[O:29]2)[CH2:27][CH2:26][CH2:25][CH2:24]1.C1(C2(CCC3C=CC(C(C)(C)C#N)=C(F)C=3)CC(O)=CC(=O)O2)CCCC1.